From a dataset of Forward reaction prediction with 1.9M reactions from USPTO patents (1976-2016). Predict the product of the given reaction. (1) Given the reactants [Br:1][C:2]1[N:7]=[CH:6][C:5]([C:8]([CH:10]2[CH2:17][C:13]3[S:14][CH:15]=[CH:16][C:12]=3[C:11]2=O)=O)=[CH:4][CH:3]=1.O.[NH2:20][NH2:21].C(O)(=O)C, predict the reaction product. The product is: [Br:1][C:2]1[N:7]=[CH:6][C:5]([C:8]2[C:10]3[CH2:17][C:13]4[S:14][CH:15]=[CH:16][C:12]=4[C:11]=3[NH:21][N:20]=2)=[CH:4][CH:3]=1. (2) The product is: [OH:42][C:36]([C:38]([F:41])([F:40])[F:39])=[O:37].[NH2:7][CH:8]1[CH2:9][CH2:10][CH:11]([N:14]2[CH2:17][CH:16]([NH:18][C:19]([CH2:20][NH:21][C:22](=[O:33])[C:23]3[CH:28]=[CH:27][CH:26]=[C:25]([C:29]([F:30])([F:31])[F:32])[CH:24]=3)=[O:34])[CH2:15]2)[CH2:12][CH2:13]1. Given the reactants C(OC(=O)[NH:7][CH:8]1[CH2:13][CH2:12][CH:11]([N:14]2[CH2:17][CH:16]([NH:18][C:19](=[O:34])[CH2:20][NH:21][C:22](=[O:33])[C:23]3[CH:28]=[CH:27][CH:26]=[C:25]([C:29]([F:32])([F:31])[F:30])[CH:24]=3)[CH2:15]2)[CH2:10][CH2:9]1)(C)(C)C.[C:36]([OH:42])([C:38]([F:41])([F:40])[F:39])=[O:37], predict the reaction product.